Dataset: hERG Central: cardiac toxicity at 1µM, 10µM, and general inhibition. Task: Predict hERG channel inhibition at various concentrations. The molecule is COc1ccc(C2c3ccc4ccccc4c3Oc3ncn(Cc4ccco4)c(=N)c32)cc1OC. Results: hERG_inhib (hERG inhibition (general)): blocker.